This data is from Reaction yield outcomes from USPTO patents with 853,638 reactions. The task is: Predict the reaction yield, written as a fraction of the theoretical maximum amount of product (1.0 means a 100% yield; for example, 0.34 means a 34% yield). The reactants are [F:1][C:2]1[CH:3]=[C:4]([CH:20]=[CH:21][C:22]=1[F:23])[CH2:5][N:6]1[CH:15]=[CH:14][C:13]2[C:8](=[CH:9][C:10]([C:16]([OH:18])=[O:17])=[CH:11][CH:12]=2)[C:7]1=[O:19].[CH3:24][O:25]C1C=CC(CN)=CC=1. No catalyst specified. The product is [CH3:24][O:25][C:11]1[CH:10]=[CH:9][C:8]([C:7]([NH2:6])=[O:19])=[CH:13][CH:12]=1.[F:1][C:2]1[CH:3]=[C:4]([CH:20]=[CH:21][C:22]=1[F:23])[CH2:5][N:6]1[CH:15]=[CH:14][C:13]2[C:8](=[CH:9][C:10]([C:16]([OH:18])=[O:17])=[CH:11][CH:12]=2)[C:7]1=[O:19]. The yield is 0.959.